Dataset: Full USPTO retrosynthesis dataset with 1.9M reactions from patents (1976-2016). Task: Predict the reactants needed to synthesize the given product. (1) Given the product [CH3:1][C:2]1([CH3:14])[O:7][C:6](=[O:8])[C:5]2[C:9]([O:13][Si:20]([C:33]([CH3:36])([CH3:35])[CH3:34])([C:27]3[CH:28]=[CH:29][CH:30]=[CH:31][CH:32]=3)[C:21]3[CH:26]=[CH:25][CH:24]=[CH:23][CH:22]=3)=[CH:10][CH:11]=[CH:12][C:4]=2[O:3]1, predict the reactants needed to synthesize it. The reactants are: [CH3:1][C:2]1([CH3:14])[O:7][C:6](=[O:8])[C:5]2[C:9]([OH:13])=[CH:10][CH:11]=[CH:12][C:4]=2[O:3]1.N1C=CN=C1.[Si:20](Cl)([C:33]([CH3:36])([CH3:35])[CH3:34])([C:27]1[CH:32]=[CH:31][CH:30]=[CH:29][CH:28]=1)[C:21]1[CH:26]=[CH:25][CH:24]=[CH:23][CH:22]=1.O. (2) The reactants are: [H-].[Na+].[Br:3][C:4]1[C:5]([NH:10][C:11](=[O:13])[CH3:12])=[N:6][CH:7]=[CH:8][CH:9]=1.[H][H].[S:16]1[CH:20]=[CH:19][C:18]([C:21](Cl)=[O:22])=[CH:17]1. Given the product [C:11]([N:10]([C:5]1[C:4]([Br:3])=[CH:9][CH:8]=[CH:7][N:6]=1)[C:21]([C:18]1[CH:19]=[CH:20][S:16][CH:17]=1)=[O:22])(=[O:13])[CH3:12], predict the reactants needed to synthesize it.